From a dataset of Forward reaction prediction with 1.9M reactions from USPTO patents (1976-2016). Predict the product of the given reaction. (1) Given the reactants [CH3:1][N:2]1[CH2:7][CH2:6][CH:5]([O:8][CH:9]2[C:18]3[CH:19]=[CH:20][CH:21]=[CH:22][C:17]=3[CH2:16][CH2:15][N:14]3[C:10]2=[N:11][C:12]([C:26]2[CH:31]=[CH:30][CH:29]=[CH:28][CH:27]=2)=[C:13]3[C:23](N)=[O:24])[CH2:4][CH2:3]1.[OH-:32].[Na+].Cl, predict the reaction product. The product is: [CH3:1][N:2]1[CH2:7][CH2:6][CH:5]([O:8][CH:9]2[C:18]3[CH:19]=[CH:20][CH:21]=[CH:22][C:17]=3[CH2:16][CH2:15][N:14]3[C:10]2=[N:11][C:12]([C:26]2[CH:31]=[CH:30][CH:29]=[CH:28][CH:27]=2)=[C:13]3[C:23]([OH:24])=[O:32])[CH2:4][CH2:3]1. (2) Given the reactants [Br:1][C:2]1[CH:3]=[C:4]([NH2:8])[CH:5]=[CH:6][CH:7]=1.[O:9]1[CH2:14][CH2:13][C:12](=O)[CH2:11][CH2:10]1.C(O[BH-](OC(=O)C)OC(=O)C)(=O)C.[Na+].C(O)(=O)C, predict the reaction product. The product is: [Br:1][C:2]1[CH:3]=[C:4]([NH:8][CH:12]2[CH2:13][CH2:14][O:9][CH2:10][CH2:11]2)[CH:5]=[CH:6][CH:7]=1. (3) Given the reactants [NH:1]1[C:9]2[C:4](=[CH:5][C:6]([C:10]([OH:12])=O)=[CH:7][CH:8]=2)[CH:3]=[N:2]1.Br[CH2:14][CH2:15][O:16][CH3:17], predict the reaction product. The product is: [CH3:17][O:16][CH2:15][CH2:14][N:1]1[C:9]2[C:4](=[CH:5][C:6]([CH2:10][OH:12])=[CH:7][CH:8]=2)[CH:3]=[N:2]1.